Predict which catalyst facilitates the given reaction. From a dataset of Catalyst prediction with 721,799 reactions and 888 catalyst types from USPTO. (1) Reactant: [CH3:1][C:2]([CH3:9])([CH:7]=O)[C:3]([O:5][CH3:6])=[O:4].[Cl:10][C:11]1[CH:12]=[CH:13][C:14]2[N:20]=[C:19]([N:21]3[CH2:26][CH2:25][NH:24][CH2:23][CH2:22]3)[C:18]3=[CH:27][C:28]([S:30][CH3:31])=[CH:29][N:17]3[CH2:16][C:15]=2[CH:32]=1.C(O[BH-](OC(=O)C)OC(=O)C)(=O)C.[Na+]. Product: [Cl:10][C:11]1[CH:12]=[CH:13][C:14]2[N:20]=[C:19]([N:21]3[CH2:26][CH2:25][N:24]([CH2:7][C:2]([CH3:1])([CH3:9])[C:3]([O:5][CH3:6])=[O:4])[CH2:23][CH2:22]3)[C:18]3=[CH:27][C:28]([S:30][CH3:31])=[CH:29][N:17]3[CH2:16][C:15]=2[CH:32]=1. The catalyst class is: 2. (2) Reactant: [CH3:1][S:2](Cl)(=[O:4])=[O:3].[Br:6][C:7]1[CH:12]=[CH:11][C:10]([CH2:13][CH2:14][CH2:15][OH:16])=[CH:9][C:8]=1[I:17].C(N(CC)CC)C. Product: [CH3:1][S:2]([O:16][CH2:15][CH2:14][CH2:13][C:10]1[CH:11]=[CH:12][C:7]([Br:6])=[C:8]([I:17])[CH:9]=1)(=[O:4])=[O:3]. The catalyst class is: 2. (3) Reactant: [Cl:1][CH2:2][CH2:3][CH2:4][S:5](Cl)(=[O:7])=[O:6].[CH2:9]([NH2:16])[C:10]1[CH:15]=[CH:14][CH:13]=[CH:12][CH:11]=1.C(N(CC)CC)C. Product: [CH2:9]([NH:16][S:5]([CH2:4][CH2:3][CH2:2][Cl:1])(=[O:7])=[O:6])[C:10]1[CH:15]=[CH:14][CH:13]=[CH:12][CH:11]=1. The catalyst class is: 2. (4) Reactant: [NH2:1][C:2]1[CH:7]=[CH:6][CH:5]=[CH:4][C:3]=1[CH2:8][CH2:9][C:10]([O-:12])=[O:11].[Na+].[OH-].[Na+].O.[Cl:17][C:18]1[C:23]([CH3:24])=[CH:22][C:21]([S:25](Cl)(=[O:27])=[O:26])=[C:20]([CH3:29])[CH:19]=1. Product: [Cl:17][C:18]1[C:23]([CH3:24])=[CH:22][C:21]([S:25]([NH:1][C:2]2[CH:7]=[CH:6][CH:5]=[CH:4][C:3]=2[CH2:8][CH2:9][C:10]([OH:12])=[O:11])(=[O:27])=[O:26])=[C:20]([CH3:29])[CH:19]=1. The catalyst class is: 1. (5) Reactant: [N:1]([CH2:4][CH2:5][O:6][CH2:7][CH2:8][O:9][CH2:10][CH2:11][O:12][CH2:13][CH2:14][O:15][C:16]1[CH:17]=[C:18]([CH:21]=[C:22]([O:26][CH3:27])[C:23]=1[O:24][CH3:25])[CH:19]=[O:20])=[N+:2]=[N-:3].[CH2:28](O)[CH2:29][OH:30].C(=O)(O)[O-].[Na+]. Product: [N:1]([CH2:4][CH2:5][O:6][CH2:7][CH2:8][O:9][CH2:10][CH2:11][O:12][CH2:13][CH2:14][O:15][C:16]1[CH:17]=[C:18]([CH:19]2[O:30][CH2:29][CH2:28][O:20]2)[CH:21]=[C:22]([O:26][CH3:27])[C:23]=1[O:24][CH3:25])=[N+:2]=[N-:3]. The catalyst class is: 743. (6) Reactant: Cl[C:2]1[N:7]=[C:6]([NH:8][C:9]2[N:14]=[CH:13][C:12]3[N:15]=[C:16]([CH3:21])[N:17]([CH:18]([CH3:20])[CH3:19])[C:11]=3[CH:10]=2)[CH:5]=[CH:4][N:3]=1.[NH:22]1[CH2:27][CH2:26][CH2:25][CH:24]([C:28]#[N:29])[CH2:23]1.C(N(CC)CC)C. Product: [CH:18]([N:17]1[C:11]2[CH:10]=[C:9]([NH:8][C:6]3[CH:5]=[CH:4][N:3]=[C:2]([N:22]4[CH2:27][CH2:26][CH2:25][CH:24]([C:28]#[N:29])[CH2:23]4)[N:7]=3)[N:14]=[CH:13][C:12]=2[N:15]=[C:16]1[CH3:21])([CH3:20])[CH3:19]. The catalyst class is: 32. (7) Reactant: [CH3:1][O:2][C:3]1[CH:4]=[C:5]([NH:12]C(=O)C)[CH:6]=[CH:7][C:8]=1[N+:9]([O-:11])=[O:10].C(=O)([O-])[O-].[K+].[K+]. Product: [CH3:1][O:2][C:3]1[CH:4]=[C:5]([NH2:12])[CH:6]=[CH:7][C:8]=1[N+:9]([O-:11])=[O:10]. The catalyst class is: 33. (8) Reactant: C[O:2][CH:3](OC)[CH2:4][N:5]1[C:9]2[N:10]=[C:11]([C:20]3[CH:26]=[CH:25][C:23]([NH2:24])=[CH:22][CH:21]=3)[N:12]=[C:13]([N:14]3[CH2:19][CH2:18][O:17][CH2:16][CH2:15]3)[C:8]=2[N:7]=[N:6]1.[C:29]1([N:35]=[C:36]=[O:37])[CH:34]=[CH:33][CH:32]=[CH:31][CH:30]=1. Product: [N:14]1([C:13]2[C:8]3[N:7]=[N:6][N:5]([CH2:4][CH:3]=[O:2])[C:9]=3[N:10]=[C:11]([C:20]3[CH:26]=[CH:25][C:23]([NH:24][C:36]([NH:35][C:29]4[CH:34]=[CH:33][CH:32]=[CH:31][CH:30]=4)=[O:37])=[CH:22][CH:21]=3)[N:12]=2)[CH2:19][CH2:18][O:17][CH2:16][CH2:15]1. The catalyst class is: 64.